Dataset: Catalyst prediction with 721,799 reactions and 888 catalyst types from USPTO. Task: Predict which catalyst facilitates the given reaction. Reactant: Cl[C:2]1[CH:11]=[CH:10][C:9]2[C:4](=[CH:5][CH:6]=[C:7]([OH:13])[C:8]=2[F:12])[N:3]=1.B([C:17]1[CH:25]=[CH:24][C:20]([C:21]([OH:23])=[O:22])=[CH:19][C:18]=1[Cl:26])(O)O.C([O-])(O)=O.[Na+]. Product: [Cl:26][C:18]1[CH:19]=[C:20]([CH:24]=[CH:25][C:17]=1[C:2]1[CH:11]=[CH:10][C:9]2[C:4](=[CH:5][CH:6]=[C:7]([OH:13])[C:8]=2[F:12])[N:3]=1)[C:21]([OH:23])=[O:22]. The catalyst class is: 70.